This data is from Catalyst prediction with 721,799 reactions and 888 catalyst types from USPTO. The task is: Predict which catalyst facilitates the given reaction. (1) Reactant: [O:1]=[C:2]1[CH2:7][CH2:6][CH2:5][CH2:4][N:3]1[C:8]1[CH:13]=[CH:12][C:11]([NH:14][C:15]([C:17]2[CH2:21][CH2:20][CH2:19][C:18]=2[C:22]2[CH:23]=[C:24]([CH:28]=[CH:29][CH:30]=2)[C:25]([NH2:27])=[O:26])=[O:16])=[CH:10][CH:9]=1. Product: [O:1]=[C:2]1[CH2:7][CH2:6][CH2:5][CH2:4][N:3]1[C:8]1[CH:9]=[CH:10][C:11]([NH:14][C:15]([C@H:17]2[CH2:21][CH2:20][CH2:19][C@H:18]2[C:22]2[CH:23]=[C:24]([CH:28]=[CH:29][CH:30]=2)[C:25]([NH2:27])=[O:26])=[O:16])=[CH:12][CH:13]=1. The catalyst class is: 43. (2) Reactant: [Cl:1][C:2]1[C:3]([C:12](=[N:27][OH:28])[CH2:13][NH:14][C:15](=[O:26])[C:16]2[CH:21]=[CH:20][CH:19]=[CH:18][C:17]=2[C:22]([F:25])([F:24])[F:23])=[N:4][CH:5]=[C:6]([C:8]([F:11])([F:10])[F:9])[CH:7]=1.C(=O)([O-])[O-].[K+].[K+].I[CH:36]([CH3:38])[CH3:37].O. Product: [Cl:1][C:2]1[C:3](/[C:12](=[N:27]/[O:28][CH:36]([CH3:38])[CH3:37])/[CH2:13][NH:14][C:15](=[O:26])[C:16]2[CH:21]=[CH:20][CH:19]=[CH:18][C:17]=2[C:22]([F:24])([F:25])[F:23])=[N:4][CH:5]=[C:6]([C:8]([F:10])([F:9])[F:11])[CH:7]=1. The catalyst class is: 9.